Dataset: NCI-60 drug combinations with 297,098 pairs across 59 cell lines. Task: Regression. Given two drug SMILES strings and cell line genomic features, predict the synergy score measuring deviation from expected non-interaction effect. (1) Drug 1: CC12CCC(CC1=CCC3C2CCC4(C3CC=C4C5=CN=CC=C5)C)O. Drug 2: N.N.Cl[Pt+2]Cl. Cell line: A498. Synergy scores: CSS=-0.117, Synergy_ZIP=1.51, Synergy_Bliss=3.39, Synergy_Loewe=0.767, Synergy_HSA=1.22. (2) Drug 1: C1=C(C(=O)NC(=O)N1)F. Drug 2: CC1CCC2CC(C(=CC=CC=CC(CC(C(=O)C(C(C(=CC(C(=O)CC(OC(=O)C3CCCCN3C(=O)C(=O)C1(O2)O)C(C)CC4CCC(C(C4)OC)OCCO)C)C)O)OC)C)C)C)OC. Cell line: HCT116. Synergy scores: CSS=51.9, Synergy_ZIP=-2.17, Synergy_Bliss=-4.19, Synergy_Loewe=-3.14, Synergy_HSA=-1.29. (3) Drug 1: CNC(=O)C1=CC=CC=C1SC2=CC3=C(C=C2)C(=NN3)C=CC4=CC=CC=N4. Drug 2: CC1=C(C=C(C=C1)NC2=NC=CC(=N2)N(C)C3=CC4=NN(C(=C4C=C3)C)C)S(=O)(=O)N.Cl. Cell line: UACC62. Synergy scores: CSS=4.21, Synergy_ZIP=-0.444, Synergy_Bliss=2.31, Synergy_Loewe=-0.572, Synergy_HSA=2.01. (4) Drug 1: C1C(C(OC1N2C=NC3=C2NC=NCC3O)CO)O. Drug 2: CC1C(C(CC(O1)OC2CC(CC3=C2C(=C4C(=C3O)C(=O)C5=CC=CC=C5C4=O)O)(C(=O)C)O)N)O. Cell line: ACHN. Synergy scores: CSS=64.3, Synergy_ZIP=5.51, Synergy_Bliss=5.58, Synergy_Loewe=-44.7, Synergy_HSA=5.82. (5) Drug 1: CC1C(C(CC(O1)OC2CC(CC3=C2C(=C4C(=C3O)C(=O)C5=C(C4=O)C(=CC=C5)OC)O)(C(=O)C)O)N)O.Cl. Drug 2: C1=CC(=CC=C1C#N)C(C2=CC=C(C=C2)C#N)N3C=NC=N3. Cell line: SF-539. Synergy scores: CSS=14.5, Synergy_ZIP=-6.02, Synergy_Bliss=-1.72, Synergy_Loewe=-13.3, Synergy_HSA=-1.43. (6) Drug 1: C1=CN(C(=O)N=C1N)C2C(C(C(O2)CO)O)O.Cl. Drug 2: CC1C(C(CC(O1)OC2CC(OC(C2O)C)OC3=CC4=CC5=C(C(=O)C(C(C5)C(C(=O)C(C(C)O)O)OC)OC6CC(C(C(O6)C)O)OC7CC(C(C(O7)C)O)OC8CC(C(C(O8)C)O)(C)O)C(=C4C(=C3C)O)O)O)O. Cell line: IGROV1. Synergy scores: CSS=44.6, Synergy_ZIP=-3.34, Synergy_Bliss=-0.846, Synergy_Loewe=-14.6, Synergy_HSA=-0.476. (7) Drug 1: CCC1=CC2CC(C3=C(CN(C2)C1)C4=CC=CC=C4N3)(C5=C(C=C6C(=C5)C78CCN9C7C(C=CC9)(C(C(C8N6C)(C(=O)OC)O)OC(=O)C)CC)OC)C(=O)OC.C(C(C(=O)O)O)(C(=O)O)O. Drug 2: CC1CCC2CC(C(=CC=CC=CC(CC(C(=O)C(C(C(=CC(C(=O)CC(OC(=O)C3CCCCN3C(=O)C(=O)C1(O2)O)C(C)CC4CCC(C(C4)OC)OCCO)C)C)O)OC)C)C)C)OC. Cell line: A549. Synergy scores: CSS=61.3, Synergy_ZIP=2.57, Synergy_Bliss=2.68, Synergy_Loewe=6.05, Synergy_HSA=6.81. (8) Drug 1: CC1=C(C=C(C=C1)C(=O)NC2=CC(=CC(=C2)C(F)(F)F)N3C=C(N=C3)C)NC4=NC=CC(=N4)C5=CN=CC=C5. Drug 2: CN(C(=O)NC(C=O)C(C(C(CO)O)O)O)N=O. Cell line: OVCAR-4. Synergy scores: CSS=-7.68, Synergy_ZIP=1.67, Synergy_Bliss=-2.03, Synergy_Loewe=-7.34, Synergy_HSA=-7.33.